This data is from Full USPTO retrosynthesis dataset with 1.9M reactions from patents (1976-2016). The task is: Predict the reactants needed to synthesize the given product. (1) Given the product [C:1]([C:5]1[CH:6]=[CH:7][C:8]([C:11]2[N:15]([CH3:16])[N:14]=[C:13]([C:17]([C:32]3[CH:33]=[CH:34][CH:35]=[CH:36][CH:37]=3)=[N:18][NH:19][C:20]([C:22]3[CH:23]=[CH:24][C:25]([C:26]([OH:28])=[O:27])=[CH:30][CH:31]=3)=[O:21])[C:12]=2[OH:38])=[CH:9][CH:10]=1)([CH3:4])([CH3:2])[CH3:3], predict the reactants needed to synthesize it. The reactants are: [C:1]([C:5]1[CH:10]=[CH:9][C:8]([C:11]2[N:15]([CH3:16])[N:14]=[C:13]([C:17]([C:32]3[CH:37]=[CH:36][CH:35]=[CH:34][CH:33]=3)=[N:18][NH:19][C:20]([C:22]3[CH:31]=[CH:30][C:25]([C:26]([O:28]C)=[O:27])=[CH:24][CH:23]=3)=[O:21])[C:12]=2[OH:38])=[CH:7][CH:6]=1)([CH3:4])([CH3:3])[CH3:2].CO.[OH-].[Na+].Cl. (2) Given the product [NH2:8][C:9]1[CH:10]=[C:11]([F:18])[C:12]([C:15]([NH:28][CH3:26])=[O:17])=[N:13][CH:14]=1, predict the reactants needed to synthesize it. The reactants are: C(OC([N:8](C(OC(C)(C)C)=O)[C:9]1[CH:10]=[C:11]([F:18])[C:12]([C:15]([OH:17])=O)=[N:13][CH:14]=1)=O)(C)(C)C.[CH2:26]([N:28](CC)CC)C.CN(C(ON1N=NC2C=CC=NC1=2)=[N+](C)C)C.F[P-](F)(F)(F)(F)F.CN.Cl. (3) Given the product [CH3:1][O:2][C:3](=[O:39])[N:4]([CH2:5][C:6]1[CH:11]=[C:10]([C:12]([F:13])([F:14])[F:15])[CH:9]=[CH:8][C:7]=1[C:16]1[CH:21]=[C:20]([CH:22]([CH3:23])[CH3:24])[CH:19]=[CH:18][C:17]=1[O:25][CH3:26])[CH2:27][C:28]1[CH:33]=[C:32]([C:34]([F:37])([F:36])[F:35])[CH:31]=[C:30]([C:43]2[CH:44]=[CH:45][N:40]=[CH:41][CH:42]=2)[CH:29]=1, predict the reactants needed to synthesize it. The reactants are: [CH3:1][O:2][C:3](=[O:39])[N:4]([CH2:27][C:28]1[CH:33]=[C:32]([C:34]([F:37])([F:36])[F:35])[CH:31]=[C:30](I)[CH:29]=1)[CH2:5][C:6]1[CH:11]=[C:10]([C:12]([F:15])([F:14])[F:13])[CH:9]=[CH:8][C:7]=1[C:16]1[CH:21]=[C:20]([CH:22]([CH3:24])[CH3:23])[CH:19]=[CH:18][C:17]=1[O:25][CH3:26].[N:40]1[CH:45]=[CH:44][C:43](B(O)O)=[CH:42][CH:41]=1.CC(O)C(O)C.C([O-])([O-])=O.[Na+].[Na+]. (4) The reactants are: [N:1]1([CH2:7][C:8]2[CH:9]=[C:10]([C:14]3[O:15][C:16]4[C:22]([C:23]([O:25]C)=O)=[CH:21][CH:20]=[CH:19][C:17]=4[N:18]=3)[CH:11]=[CH:12][CH:13]=2)[CH2:6][CH2:5][NH:4][CH2:3][CH2:2]1.O.[NH4+:28]. Given the product [N:1]1([CH2:7][C:8]2[CH:9]=[C:10]([C:14]3[O:15][C:16]4[C:22]([C:23]([NH2:28])=[O:25])=[CH:21][CH:20]=[CH:19][C:17]=4[N:18]=3)[CH:11]=[CH:12][CH:13]=2)[CH2:2][CH2:3][NH:4][CH2:5][CH2:6]1, predict the reactants needed to synthesize it. (5) Given the product [Si:18]([O:17][CH2:16][CH2:15][NH:14][C:13]1[C:12]2[C:7](=[CH:8][CH:9]=[CH:10][N:11]=2)[N:6]=[CH:5][C:4]=1[N+:1]([O-:3])=[O:2])([C:21]([CH3:24])([CH3:23])[CH3:22])([CH3:20])[CH3:19], predict the reactants needed to synthesize it. The reactants are: [N+:1]([C:4]1[CH:5]=[N:6][C:7]2[C:12]([C:13]=1[NH:14][CH2:15][CH2:16][OH:17])=[N:11][CH:10]=[CH:9][CH:8]=2)([O-:3])=[O:2].[Si:18](Cl)([C:21]([CH3:24])([CH3:23])[CH3:22])([CH3:20])[CH3:19].CO. (6) Given the product [C:1]([O:5][C:6](=[O:29])[NH:7][CH2:8][CH2:9][CH:10]([NH2:11])[C:22]1[CH:27]=[CH:26][CH:25]=[C:24]([Cl:28])[CH:23]=1)([CH3:4])([CH3:2])[CH3:3], predict the reactants needed to synthesize it. The reactants are: [C:1]([O:5][C:6](=[O:29])[NH:7][CH2:8][CH2:9][CH:10]([C:22]1[CH:27]=[CH:26][CH:25]=[C:24]([Cl:28])[CH:23]=1)[N:11]1C(=O)C2C(=CC=CC=2)C1=O)([CH3:4])([CH3:3])[CH3:2].O.NN. (7) Given the product [NH2:13][C:11]1[CH:10]=[CH:9][C:8]([O:16][CH3:17])=[C:7]([CH:12]=1)[CH2:6][N:5]([CH2:18][CH2:19][OH:20])[C:4]([NH:3][CH2:1][CH3:2])=[O:21], predict the reactants needed to synthesize it. The reactants are: [CH2:1]([NH:3][C:4](=[O:21])[N:5]([CH2:18][CH2:19][OH:20])[CH2:6][C:7]1[CH:12]=[C:11]([N+:13]([O-])=O)[CH:10]=[CH:9][C:8]=1[O:16][CH3:17])[CH3:2].C(O)C. (8) Given the product [N:22]1[C:23]2[C:28](=[CH:27][CH:26]=[CH:25][CH:24]=2)[CH:29]=[CH:30][C:21]=1[N:19]1[CH2:20][CH:17]([O:16][C:3]2[CH:2]=[CH:7][N:6]=[C:5]([N:8]3[CH2:13][CH2:12][CH:11]([CH2:14][OH:15])[CH2:10][CH2:9]3)[N:4]=2)[CH2:18]1, predict the reactants needed to synthesize it. The reactants are: Br[C:2]1[C:3]([O:16][CH:17]2[CH2:20][N:19]([C:21]3[CH:30]=[CH:29][C:28]4[C:23](=[CH:24][CH:25]=[CH:26][CH:27]=4)[N:22]=3)[CH2:18]2)=[N:4][C:5]([N:8]2[CH2:13][CH2:12][CH:11]([CH2:14][OH:15])[CH2:10][CH2:9]2)=[N:6][CH:7]=1. (9) Given the product [CH2:1]([O:5][C:6]1[CH:11]=[CH:10][C:9]([S:12]([N:15]([CH2:24][CH2:25][CH2:26][N:32]([CH2:33][CH3:34])[CH2:30][CH3:31])[CH:16]([CH:21]([CH3:23])[CH3:22])[C:17]([O:19][CH3:20])=[O:18])(=[O:14])=[O:13])=[CH:8][CH:7]=1)[C:2]#[C:3][CH3:4], predict the reactants needed to synthesize it. The reactants are: [CH2:1]([O:5][C:6]1[CH:11]=[CH:10][C:9]([S:12]([N:15]([CH2:24][CH2:25][CH2:26]Cl)[CH:16]([CH:21]([CH3:23])[CH3:22])[C:17]([O:19][CH3:20])=[O:18])(=[O:14])=[O:13])=[CH:8][CH:7]=1)[C:2]#[C:3][CH3:4].[I-].[Na+].[CH2:30]([NH:32][CH2:33][CH3:34])[CH3:31].